This data is from Forward reaction prediction with 1.9M reactions from USPTO patents (1976-2016). The task is: Predict the product of the given reaction. (1) Given the reactants [Cl:1][C:2]1[CH:7]=[CH:6][C:5]([C@H:8]2[C@@H:12]([C:13]3[CH:18]=[CH:17][C:16]([Cl:19])=[CH:15][CH:14]=3)[N:11]([C:20](Cl)=[O:21])[C:10]([C:23]3[CH:28]=[CH:27][C:26]([C:29]([C:32]#[N:33])([CH3:31])[CH3:30])=[CH:25][C:24]=3[O:34][CH2:35][CH3:36])=[N:9]2)=[CH:4][CH:3]=1.[C:37]([NH:41][C:42](=[O:50])[CH2:43][N:44]1[CH2:49][CH2:48][NH:47][CH2:46][CH2:45]1)([CH3:40])([CH3:39])[CH3:38], predict the reaction product. The product is: [Cl:1][C:2]1[CH:3]=[CH:4][C:5]([C@H:8]2[C@@H:12]([C:13]3[CH:14]=[CH:15][C:16]([Cl:19])=[CH:17][CH:18]=3)[N:11]([C:20]([N:47]3[CH2:46][CH2:45][N:44]([CH2:43][C:42]([NH:41][C:37]([CH3:40])([CH3:39])[CH3:38])=[O:50])[CH2:49][CH2:48]3)=[O:21])[C:10]([C:23]3[CH:28]=[CH:27][C:26]([C:29]([C:32]#[N:33])([CH3:30])[CH3:31])=[CH:25][C:24]=3[O:34][CH2:35][CH3:36])=[N:9]2)=[CH:6][CH:7]=1. (2) The product is: [CH3:1][O:2][C:3]([C:5]1[N:6]([N:11]([C:25](=[O:26])[CH2:24][C:23]([O:22][CH3:21])=[O:28])[CH2:12][C:13]2[CH:18]=[CH:17][C:16]([O:19][CH3:20])=[CH:15][CH:14]=2)[CH:7]=[C:8]([Cl:10])[CH:9]=1)=[O:4]. Given the reactants [CH3:1][O:2][C:3]([C:5]1[N:6]([NH:11][CH2:12][C:13]2[CH:18]=[CH:17][C:16]([O:19][CH3:20])=[CH:15][CH:14]=2)[CH:7]=[C:8]([Cl:10])[CH:9]=1)=[O:4].[CH3:21][O:22][C:23](=[O:28])[CH2:24][C:25](Cl)=[O:26], predict the reaction product. (3) The product is: [NH2:33][C:18]1[CH:19]=[CH:20][C:21]([O:23][CH2:24][C:25]2[CH:26]=[CH:27][C:28]([O:31][CH3:32])=[CH:29][CH:30]=2)=[CH:22][C:17]=1[NH:16][C:14]1[S:13][C:12]([C:36]([O:38][CH3:39])=[O:37])=[C:11]([O:10][C@@H:8]([C:3]2[CH:4]=[CH:5][CH:6]=[CH:7][C:2]=2[Cl:1])[CH3:9])[CH:15]=1. Given the reactants [Cl:1][C:2]1[CH:7]=[CH:6][CH:5]=[CH:4][C:3]=1[C@H:8]([O:10][C:11]1[CH:15]=[C:14]([NH:16][C:17]2[CH:22]=[C:21]([O:23][CH2:24][C:25]3[CH:30]=[CH:29][C:28]([O:31][CH3:32])=[CH:27][CH:26]=3)[CH:20]=[CH:19][C:18]=2[N+:33]([O-])=O)[S:13][C:12]=1[C:36]([O:38][CH3:39])=[O:37])[CH3:9].[H][H], predict the reaction product. (4) Given the reactants [C:1]([O:5][C:6](=[O:13])[NH:7][C@H:8]1[CH2:11][C@@H:10]([OH:12])[CH2:9]1)([CH3:4])([CH3:3])[CH3:2].C(N(CC)CC)C.C(Cl)Cl.[CH3:24][S:25](Cl)(=[O:27])=[O:26], predict the reaction product. The product is: [CH3:24][S:25]([O:12][C@H:10]1[CH2:11][C@@H:8]([NH:7][C:6]([O:5][C:1]([CH3:4])([CH3:2])[CH3:3])=[O:13])[CH2:9]1)(=[O:27])=[O:26].